From a dataset of Forward reaction prediction with 1.9M reactions from USPTO patents (1976-2016). Predict the product of the given reaction. (1) Given the reactants [Cl:1][C:2]1[N:3]=[C:4](Cl)[C:5]2[CH:10]=[CH:9][N:8]([S:11]([C:14]3[CH:19]=[CH:18][C:17]([CH3:20])=[CH:16][CH:15]=3)(=[O:13])=[O:12])[C:6]=2[N:7]=1.[NH2:22][C:23]1[CH:31]=[C:30]([F:32])[CH:29]=[CH:28][C:24]=1[C:25]([NH2:27])=[O:26], predict the reaction product. The product is: [Cl:1][C:2]1[N:3]=[C:4]([NH:22][C:23]2[CH:31]=[C:30]([F:32])[CH:29]=[CH:28][C:24]=2[C:25]([NH2:27])=[O:26])[C:5]2[CH:10]=[CH:9][N:8]([S:11]([C:14]3[CH:19]=[CH:18][C:17]([CH3:20])=[CH:16][CH:15]=3)(=[O:13])=[O:12])[C:6]=2[N:7]=1. (2) Given the reactants Cl[C:2]1[N:3]=[N:4][CH:5]=[C:6]([O:8][CH3:9])[CH:7]=1.[CH2:10]([O:17][C:18]1[CH:23]=[CH:22][C:21]([CH:24]=[O:25])=[CH:20][C:19]=1B(O)O)[C:11]1[CH:16]=[CH:15][CH:14]=[CH:13][CH:12]=1, predict the reaction product. The product is: [CH2:10]([O:17][C:18]1[CH:19]=[CH:20][C:21]([CH:24]=[O:25])=[CH:22][C:23]=1[C:2]1[N:3]=[N:4][CH:5]=[C:6]([O:8][CH3:9])[CH:7]=1)[C:11]1[CH:12]=[CH:13][CH:14]=[CH:15][CH:16]=1. (3) Given the reactants [CH3:1][C:2]1[O:6][N:5]=[C:4]([C:7]2[CH:12]=[CH:11][CH:10]=[CH:9][CH:8]=2)[C:3]=1[CH2:13][O:14][C:15]1[CH:23]=[CH:22][C:18]([C:19]([OH:21])=O)=[CH:17][N:16]=1.F[B-](F)(F)F.N1(OC(N(C)C)=[N+](C)C)C2C=CC=CC=2N=N1.C(N(CC)C(C)C)(C)C.[NH2:55][CH2:56][C:57]1[O:61][N:60]=[C:59]([CH:62]([CH3:64])[CH3:63])[CH:58]=1, predict the reaction product. The product is: [CH:62]([C:59]1[CH:58]=[C:57]([CH2:56][NH:55][C:19](=[O:21])[C:18]2[CH:22]=[CH:23][C:15]([O:14][CH2:13][C:3]3[C:4]([C:7]4[CH:8]=[CH:9][CH:10]=[CH:11][CH:12]=4)=[N:5][O:6][C:2]=3[CH3:1])=[N:16][CH:17]=2)[O:61][N:60]=1)([CH3:64])[CH3:63]. (4) The product is: [CH3:24][S:25]([O:23][CH2:22][CH2:21][O:20][CH2:19][CH2:18][O:17][CH2:16][CH2:15][O:14][CH2:13][CH2:12][O:11][C:1]12[CH2:8][CH:7]3[CH2:9][CH:3]([CH2:4][CH:5]([CH2:6]3)[CH2:10]1)[CH2:2]2)(=[O:27])=[O:26]. Given the reactants [C:1]12([O:11][CH2:12][CH2:13][O:14][CH2:15][CH2:16][O:17][CH2:18][CH2:19][O:20][CH2:21][CH2:22][OH:23])[CH2:10][CH:5]3[CH2:6][CH:7]([CH2:9][CH:3]([CH2:4]3)[CH2:2]1)[CH2:8]2.[CH3:24][S:25](Cl)(=[O:27])=[O:26].CCN(CC)CC.CCOC(C)=O, predict the reaction product.